The task is: Predict which catalyst facilitates the given reaction.. This data is from Catalyst prediction with 721,799 reactions and 888 catalyst types from USPTO. (1) Reactant: [CH3:1][C:2]1[CH:23]=[C:22]([CH3:24])[CH:21]=[C:20]([CH3:25])[C:3]=1[C:4]([P:6](Cl)([C:8](=[O:18])[C:9]1[C:14]([CH3:15])=[CH:13][C:12]([CH3:16])=[CH:11][C:10]=1[CH3:17])=[O:7])=[O:5].[CH3:26][O:27][CH2:28][CH2:29][O:30][CH2:31][CH2:32][O:33][CH2:34][CH2:35][OH:36].C(N(CC)CC)C. Product: [CH3:26][O:27][CH2:28][CH2:29][O:30][CH2:31][CH2:32][O:33][CH2:34][CH2:35][O:36][P:6]([C:4](=[O:5])[C:3]1[C:20]([CH3:25])=[CH:21][C:22]([CH3:24])=[CH:23][C:2]=1[CH3:1])([C:8](=[O:18])[C:9]1[C:14]([CH3:15])=[CH:13][C:12]([CH3:16])=[CH:11][C:10]=1[CH3:17])=[O:7]. The catalyst class is: 4. (2) Reactant: [NH:1]([C:8]([N:10]1[C:18]2[C:13](=[CH:14][C:15]([O:19][C:20]3[CH:25]=[CH:24][N:23]=[C:22]([NH:26][C:27]([CH:29]4[CH2:34][CH2:33][N:32](C(OC(C)(C)C)=O)[CH2:31][CH2:30]4)=[O:28])[CH:21]=3)=[CH:16][CH:17]=2)[C:12]([Cl:42])=[CH:11]1)=[O:9])[C:2]1[CH:7]=[CH:6][CH:5]=[CH:4][CH:3]=1.O.C(=O)(O)O.[OH-].[Na+]. Product: [C:2]1([NH:1][C:8]([N:10]2[C:18]3[C:13](=[CH:14][C:15]([O:19][C:20]4[CH:25]=[CH:24][N:23]=[C:22]([NH:26][C:27]([CH:29]5[CH2:34][CH2:33][NH:32][CH2:31][CH2:30]5)=[O:28])[CH:21]=4)=[CH:16][CH:17]=3)[C:12]([Cl:42])=[CH:11]2)=[O:9])[CH:7]=[CH:6][CH:5]=[CH:4][CH:3]=1. The catalyst class is: 55. (3) Reactant: O1CCCCC1[N:7]1[C:15]2[C:10](=[CH:11][C:12]([C:16]3[N:20]=[CH:19][N:18](C(C4C=CC=CC=4)(C4C=CC=CC=4)C4C=CC=CC=4)[N:17]=3)=[CH:13][CH:14]=2)[C:9]([C:40]2[CH:41]=[C:42]([NH:46][C:47]([C:49]3[CH:54]=[CH:53][CH:52]=[CH:51][N:50]=3)=[O:48])[CH:43]=[CH:44][CH:45]=2)=[N:8]1. The catalyst class is: 89. Product: [NH:18]1[CH:19]=[N:20][C:16]([C:12]2[CH:11]=[C:10]3[C:15](=[CH:14][CH:13]=2)[NH:7][N:8]=[C:9]3[C:40]2[CH:41]=[C:42]([NH:46][C:47]([C:49]3[CH:54]=[CH:53][CH:52]=[CH:51][N:50]=3)=[O:48])[CH:43]=[CH:44][CH:45]=2)=[N:17]1. (4) Reactant: [OH:1][CH:2]1[CH2:7][CH2:6][N:5]([C:8]([O:10][CH:11]([CH3:13])[CH3:12])=[O:9])[CH2:4][CH2:3]1.[Cl:14][C:15]1[C:20]([O:21][CH3:22])=[C:19](Cl)[N:18]=[CH:17][N:16]=1.CC([O-])(C)C.[K+]. Product: [CH:11]([O:10][C:8]([N:5]1[CH2:4][CH2:3][CH:2]([O:1][C:19]2[C:20]([O:21][CH3:22])=[C:15]([Cl:14])[N:16]=[CH:17][N:18]=2)[CH2:7][CH2:6]1)=[O:9])([CH3:13])[CH3:12]. The catalyst class is: 1.